From a dataset of Reaction yield outcomes from USPTO patents with 853,638 reactions. Predict the reaction yield, written as a fraction of the theoretical maximum amount of product (1.0 means a 100% yield; for example, 0.34 means a 34% yield). (1) The reactants are [S:1]1[C:5]([C:6]2[O:7][C:8]3[C:9](=[C:11]([C:15]([OH:17])=O)[CH:12]=[CH:13][CH:14]=3)[N:10]=2)=[CH:4][C:3]2[CH:18]=[CH:19][CH:20]=[CH:21][C:2]1=2.Cl.Cl.[NH2:24][CH:25]1[CH2:32][CH:31]2[N:33]([CH3:34])[CH:27]([CH2:28][CH2:29][CH2:30]2)[CH2:26]1.Cl.C(N=C=NCCCN(C)C)C.ON1C2C=CC=CC=2N=N1.C(N(CC)CC)C. The product is [CH3:34][N:33]1[CH:27]2[CH2:28][CH2:29][CH2:30][CH:31]1[CH2:32][CH:25]([NH:24][C:15]([C:11]1[CH:12]=[CH:13][CH:14]=[C:8]3[O:7][C:6]([C:5]4[S:1][C:2]5[CH:21]=[CH:20][CH:19]=[CH:18][C:3]=5[CH:4]=4)=[N:10][C:9]=13)=[O:17])[CH2:26]2. The yield is 0.610. The catalyst is CN(C=O)C.C(OCC)(=O)C. (2) The reactants are C([C@@H]1N(C(=O)C2C=CC(OC3C=CC=CC=3)=CC=2)C[C@H](CC(C)C)NC1=O)C(C)C.[CH:31]1([C@@H:36]2[NH:41][C:40](=[O:42])[C@H:39]([CH2:43][CH:44]([CH3:46])[CH3:45])[NH:38][CH2:37]2)[CH2:35][CH2:34][CH2:33][CH2:32]1.[F:47][C:48]1[C:49]([C:60](O)=[O:61])=[N:50][O:51][C:52]=1[C:53]1[CH:58]=[CH:57][C:56]([F:59])=[CH:55][CH:54]=1. No catalyst specified. The product is [CH:31]1([C@@H:36]2[NH:41][C:40](=[O:42])[C@H:39]([CH2:43][CH:44]([CH3:46])[CH3:45])[N:38]([C:60]([C:49]3[C:48]([F:47])=[C:52]([C:53]4[CH:58]=[CH:57][C:56]([F:59])=[CH:55][CH:54]=4)[O:51][N:50]=3)=[O:61])[CH2:37]2)[CH2:32][CH2:33][CH2:34][CH2:35]1. The yield is 0.540. (3) The reactants are [NH2:1][CH2:2][C:3]1[N:8]=[C:7]([N:9]([CH2:17][C:18]([O:20][C:21]([CH3:24])([CH3:23])[CH3:22])=[O:19])[C:10]([O:12][C:13]([CH3:16])([CH3:15])[CH3:14])=[O:11])[CH:6]=[CH:5][CH:4]=1.[C:25]1([S:31](Cl)(=[O:33])=[O:32])[CH:30]=[CH:29][CH:28]=[CH:27][CH:26]=1. No catalyst specified. The product is [C:25]1([S:31]([NH:1][CH2:2][C:3]2[N:8]=[C:7]([N:9]([CH2:17][C:18]([O:20][C:21]([CH3:24])([CH3:23])[CH3:22])=[O:19])[C:10]([O:12][C:13]([CH3:16])([CH3:15])[CH3:14])=[O:11])[CH:6]=[CH:5][CH:4]=2)(=[O:33])=[O:32])[CH:30]=[CH:29][CH:28]=[CH:27][CH:26]=1. The yield is 0.890. (4) The reactants are [OH:1][CH:2]([C:17]1[N:18]=[CH:19][N:20]([S:22]([C:25]2[CH:30]=[CH:29][CH:28]=[CH:27][CH:26]=2)(=[O:24])=[O:23])[CH:21]=1)[C:3]1[CH:4]=[C:5]2[C:10](=[CH:11][CH:12]=1)[CH:9]=[C:8]([C:13]([NH:15][CH3:16])=[O:14])[CH:7]=[CH:6]2.CN(C)C(=O)C.C(OC(C)C)(C)C. The catalyst is [O-2].[O-2].[Mn+4].C(OCC)(=O)C. The product is [CH3:16][NH:15][C:13]([C:8]1[CH:7]=[CH:6][C:5]2[C:10](=[CH:11][CH:12]=[C:3]([C:2]([C:17]3[N:18]=[CH:19][N:20]([S:22]([C:25]4[CH:30]=[CH:29][CH:28]=[CH:27][CH:26]=4)(=[O:24])=[O:23])[CH:21]=3)=[O:1])[CH:4]=2)[CH:9]=1)=[O:14]. The yield is 0.720. (5) The reactants are [CH3:1][Si:2]([CH3:25])([C:21]([CH3:24])([CH3:23])[CH3:22])[O:3][CH2:4][CH2:5][CH2:6][CH2:7][CH2:8][CH2:9][O:10][CH2:11][CH2:12][O:13]CC1C=CC=CC=1. The catalyst is CO.[Pd]. The product is [Si:2]([O:3][CH2:4][CH2:5][CH2:6][CH2:7][CH2:8][CH2:9][O:10][CH2:11][CH2:12][OH:13])([C:21]([CH3:24])([CH3:23])[CH3:22])([CH3:25])[CH3:1]. The yield is 0.770.